This data is from Peptide-MHC class II binding affinity with 134,281 pairs from IEDB. The task is: Regression. Given a peptide amino acid sequence and an MHC pseudo amino acid sequence, predict their binding affinity value. This is MHC class II binding data. (1) The peptide sequence is KGQKRIKCFNCGKEGHL. The MHC is HLA-DQA10301-DQB10302 with pseudo-sequence HLA-DQA10301-DQB10302. The binding affinity (normalized) is 0. (2) The peptide sequence is YDKFLANVMTVLTGK. The MHC is DRB1_0701 with pseudo-sequence DRB1_0701. The binding affinity (normalized) is 0.664.